Predict the product of the given reaction. From a dataset of Forward reaction prediction with 1.9M reactions from USPTO patents (1976-2016). (1) Given the reactants [OH:1][C:2]1[CH:9]=[CH:8][CH:7]=[C:6]([O:10][CH2:11][C:12]2[C:13]([C:18]3[N:22]([CH:23]([CH3:25])[CH3:24])[N:21]=[CH:20][CH:19]=3)=[N:14][CH:15]=[CH:16][CH:17]=2)[C:3]=1[CH:4]=[O:5].[CH2:26]([OH:31])[CH:27](O)[CH2:28][OH:29], predict the reaction product. The product is: [OH:29][CH2:28][CH:27]1[CH2:26][O:31][CH:4]([C:3]2[C:6]([O:10][CH2:11][C:12]3[C:13]([C:18]4[N:22]([CH:23]([CH3:25])[CH3:24])[N:21]=[CH:20][CH:19]=4)=[N:14][CH:15]=[CH:16][CH:17]=3)=[CH:7][CH:8]=[CH:9][C:2]=2[OH:1])[O:5]1. (2) Given the reactants [F:1][C:2]1[CH:7]=[C:6]([F:8])[CH:5]=[CH:4][C:3]=1[C:9]1([CH2:13][N:14]2[CH:18]=[N:17][CH:16]=[N:15]2)[CH:11]([CH3:12])[O:10]1.[NH:19]1[CH2:24][CH2:23][CH:22]([C:25]2[CH:30]=[CH:29][CH:28]=[CH:27][N:26]=2)[CH2:21][CH2:20]1.O.O.O.Cl([O-])(=O)(=O)=O.[Li+], predict the reaction product. The product is: [F:1][C:2]1[CH:7]=[C:6]([F:8])[CH:5]=[CH:4][C:3]=1[C@:9]([OH:10])([C@H:11]([N:19]1[CH2:24][CH2:23][CH:22]([C:25]2[CH:30]=[CH:29][CH:28]=[CH:27][N:26]=2)[CH2:21][CH2:20]1)[CH3:12])[CH2:13][N:14]1[CH:18]=[N:17][CH:16]=[N:15]1. (3) Given the reactants [Br:1][C:2]1[C:17]([Cl:18])=[CH:16][C:5]([O:6][C:7]2[C:12]([C:13]([OH:15])=O)=[CH:11][N:10]=[CH:9][CH:8]=2)=[C:4]([Cl:19])[CH:3]=1.F[P-](F)(F)(F)(F)F.N1(OC(N(C)C)=[N+](C)C)C2N=CC=CC=2N=N1.C(N(CC)C(C)C)(C)C.[CH:53]1([N:56]2[C:65]3[C:60](=[CH:61][CH:62]=[CH:63][CH:64]=3)[NH:59][CH2:58][CH2:57]2)[CH2:55][CH2:54]1, predict the reaction product. The product is: [Br:1][C:2]1[C:17]([Cl:18])=[CH:16][C:5]([O:6][C:7]2[CH:8]=[CH:9][N:10]=[CH:11][C:12]=2[C:13]([N:59]2[C:60]3[C:65](=[CH:64][CH:63]=[CH:62][CH:61]=3)[N:56]([CH:53]3[CH2:55][CH2:54]3)[CH2:57][CH2:58]2)=[O:15])=[C:4]([Cl:19])[CH:3]=1. (4) Given the reactants [CH3:1]C(C)([O-])C.[K+].O=[C:8]1[CH2:14][CH:13]2[N:15]([C:16]([O:18][C:19]([CH3:22])([CH3:21])[CH3:20])=[O:17])[CH:10]([CH2:11][CH2:12]2)[CH2:9]1, predict the reaction product. The product is: [CH2:1]=[C:8]1[CH2:14][CH:13]2[N:15]([C:16]([O:18][C:19]([CH3:22])([CH3:21])[CH3:20])=[O:17])[CH:10]([CH2:11][CH2:12]2)[CH2:9]1. (5) Given the reactants CCN(C(C)C)C(C)C.[OH:10][C:11]1[CH:12]=[CH:13][CH:14]=[C:15]2[C:20]=1[O:19][C:18](=[O:21])[C:17]([C:22]([OH:24])=O)=[CH:16]2.CN(C(ON1N=NC2C=CC=NC1=2)=[N+](C)C)C.F[P-](F)(F)(F)(F)F.[CH3:49][N:50]1[C:58]2[C:53](=[CH:54][C:55]([C:59]3[CH:60]=[C:61]([NH2:65])[CH:62]=[CH:63][CH:64]=3)=[CH:56][CH:57]=2)[CH:52]=[CH:51]1, predict the reaction product. The product is: [CH3:49][N:50]1[C:58]2[C:53](=[CH:54][C:55]([C:59]3[CH:60]=[C:61]([NH:65][C:22]([C:17]4[C:18](=[O:21])[O:19][C:20]5[C:15]([CH:16]=4)=[CH:14][CH:13]=[CH:12][C:11]=5[OH:10])=[O:24])[CH:62]=[CH:63][CH:64]=3)=[CH:56][CH:57]=2)[CH:52]=[CH:51]1. (6) Given the reactants Cl[C:2]1[CH:3]=[C:4]([C:14]([NH:16][CH2:17][C:18]2[C:19](=[O:26])[NH:20][C:21]([CH3:25])=[CH:22][C:23]=2[CH3:24])=[O:15])[C:5]2[CH:10]=[N:9][N:8]([CH:11]([CH3:13])[CH3:12])[C:6]=2[N:7]=1.[N:27]1[CH:32]=[CH:31][C:30]([CH2:33][NH2:34])=[CH:29][CH:28]=1, predict the reaction product. The product is: [CH3:24][C:23]1[CH:22]=[C:21]([CH3:25])[NH:20][C:19](=[O:26])[C:18]=1[CH2:17][NH:16][C:14]([C:4]1[C:5]2[CH:10]=[N:9][N:8]([CH:11]([CH3:13])[CH3:12])[C:6]=2[N:7]=[C:2]([NH:34][CH2:33][C:30]2[CH:31]=[CH:32][N:27]=[CH:28][CH:29]=2)[CH:3]=1)=[O:15]. (7) Given the reactants [Cl:1][C:2]1[C:7]([NH:8][C:9]2[N:14]=[C:13]([NH:15][CH2:16][CH3:17])[C:12]3=[N:18][CH:19]=[C:20]([C:21]#[N:22])[N:11]3[N:10]=2)=[CH:6][C:5]([C:23]#[N:24])=[CH:4][C:3]=1[N:25]1[CH2:30][CH2:29][C@@H:28]([NH:31][C:32](=[O:35])[O:33][CH3:34])[C:27](=O)[CH2:26]1.[O:37]1[CH2:40][CH:39]([NH2:41])[CH2:38]1.[CH:42](OC)(OC)OC.C(O)(=O)C.[C:53]([BH3-])#[N:54].[Na+].C=O, predict the reaction product. The product is: [Cl:1][C:2]1[C:7]([NH:8][C:9]2[N:14]=[C:13]([NH:15][CH2:16][CH3:17])[C:12]3=[N:18][CH:19]=[C:20]([C:21]#[N:22])[N:11]3[N:10]=2)=[CH:6][C:5]([C:23]#[N:24])=[CH:4][C:3]=1[N:25]1[CH2:30][CH2:29][C@@H:28]([NH:31][C:32](=[O:35])[O:33][CH3:34])[C@H:27]([N:41]([CH3:42])[CH:39]2[CH2:40][O:37][CH2:38]2)[CH2:26]1.[Cl:1][C:2]1[C:7]([NH:8][C:9]2[N:14]=[C:13]([NH:15][CH2:16][CH3:17])[C:12]3=[N:18][CH:19]=[C:20]([C:21]#[N:22])[N:11]3[N:10]=2)=[CH:6][C:5]([C:23]#[N:24])=[CH:4][C:3]=1[N:25]1[CH2:30][CH2:29][C@@H:28]([NH:31][C:32](=[O:35])[O:33][CH3:34])[C@@H:27]([N:54]([CH3:53])[CH:39]2[CH2:40][O:37][CH2:38]2)[CH2:26]1. (8) Given the reactants [CH3:1][O:2][C:3]1[CH:12]=[C:11]([O:13][CH3:14])[CH:10]=[C:9]2[C:4]=1[C:5](=O)[CH:6]=[CH:7][NH:8]2.C([O-])(O)=O.[Na+].O=P(Cl)(Cl)[Cl:23], predict the reaction product. The product is: [Cl:23][C:5]1[C:4]2[C:9](=[CH:10][C:11]([O:13][CH3:14])=[CH:12][C:3]=2[O:2][CH3:1])[N:8]=[CH:7][CH:6]=1.